Dataset: Catalyst prediction with 721,799 reactions and 888 catalyst types from USPTO. Task: Predict which catalyst facilitates the given reaction. (1) Reactant: [F:1][C:2]1[C:7]([CH:8]([OH:24])[C:9]2[C:17]3[C:12](=NC=[C:15]([C:18]4[CH:19]=[N:20][CH:21]=[CH:22][CH:23]=4)[CH:16]=3)[NH:11][CH:10]=2)=[C:6]([F:25])[CH:5]=[CH:4][C:3]=1[OH:26].O.[CH3:28][N:29](C)C=O. Product: [F:1][C:2]1[C:3]([OH:26])=[CH:4][CH:5]=[C:6]([F:25])[C:7]=1[C:8]([C:9]1[C:28]2[N:29]=[C:15]([C:18]3[CH:19]=[N:20][CH:21]=[CH:22][CH:23]=3)[CH:16]=[CH:17][C:12]=2[NH:11][CH:10]=1)=[O:24]. The catalyst class is: 7. (2) Reactant: [CH3:1][O:2][C:3](=[O:33])[CH2:4][C@H:5]1[C:9]2[CH:10]=[CH:11][C:12]([O:14][C@H:15]3[C:23]4[C:18](=[C:19](B5OC(C)(C)C(C)(C)O5)[CH:20]=[CH:21][CH:22]=4)[CH2:17][CH2:16]3)=[CH:13][C:8]=2[O:7][CH2:6]1.I[C:35]1[CH:40]=[CH:39][CH:38]=[CH:37][C:36]=1[C:41]([F:44])([F:43])[F:42]. Product: [CH3:1][O:2][C:3](=[O:33])[CH2:4][C@H:5]1[C:9]2[CH:10]=[CH:11][C:12]([O:14][C@H:15]3[C:23]4[C:18](=[C:19]([C:35]5[CH:40]=[CH:39][CH:38]=[CH:37][C:36]=5[C:41]([F:44])([F:43])[F:42])[CH:20]=[CH:21][CH:22]=4)[CH2:17][CH2:16]3)=[CH:13][C:8]=2[O:7][CH2:6]1. The catalyst class is: 689.